This data is from NCI-60 drug combinations with 297,098 pairs across 59 cell lines. The task is: Regression. Given two drug SMILES strings and cell line genomic features, predict the synergy score measuring deviation from expected non-interaction effect. (1) Drug 1: CC1CCC2CC(C(=CC=CC=CC(CC(C(=O)C(C(C(=CC(C(=O)CC(OC(=O)C3CCCCN3C(=O)C(=O)C1(O2)O)C(C)CC4CCC(C(C4)OC)O)C)C)O)OC)C)C)C)OC. Drug 2: C1=CC=C(C=C1)NC(=O)CCCCCCC(=O)NO. Cell line: KM12. Synergy scores: CSS=10.3, Synergy_ZIP=-2.27, Synergy_Bliss=-0.605, Synergy_Loewe=-6.23, Synergy_HSA=-2.71. (2) Drug 1: C1=NC2=C(N1)C(=S)N=CN2. Drug 2: C1CNP(=O)(OC1)N(CCCl)CCCl. Cell line: T-47D. Synergy scores: CSS=2.26, Synergy_ZIP=-0.615, Synergy_Bliss=-1.74, Synergy_Loewe=-7.60, Synergy_HSA=-4.19. (3) Drug 1: C1CN1P(=S)(N2CC2)N3CC3. Drug 2: CN(C(=O)NC(C=O)C(C(C(CO)O)O)O)N=O. Cell line: MCF7. Synergy scores: CSS=10.8, Synergy_ZIP=-1.70, Synergy_Bliss=2.63, Synergy_Loewe=-2.43, Synergy_HSA=2.89. (4) Drug 1: CC12CCC(CC1=CCC3C2CCC4(C3CC=C4C5=CN=CC=C5)C)O. Drug 2: CC1=C(N=C(N=C1N)C(CC(=O)N)NCC(C(=O)N)N)C(=O)NC(C(C2=CN=CN2)OC3C(C(C(C(O3)CO)O)O)OC4C(C(C(C(O4)CO)O)OC(=O)N)O)C(=O)NC(C)C(C(C)C(=O)NC(C(C)O)C(=O)NCCC5=NC(=CS5)C6=NC(=CS6)C(=O)NCCC[S+](C)C)O. Cell line: UACC62. Synergy scores: CSS=0.714, Synergy_ZIP=-3.20, Synergy_Bliss=-5.73, Synergy_Loewe=-6.77, Synergy_HSA=-4.25. (5) Drug 1: CC1=C(C(=CC=C1)Cl)NC(=O)C2=CN=C(S2)NC3=CC(=NC(=N3)C)N4CCN(CC4)CCO. Drug 2: CC12CCC3C(C1CCC2OP(=O)(O)O)CCC4=C3C=CC(=C4)OC(=O)N(CCCl)CCCl.[Na+]. Cell line: HT29. Synergy scores: CSS=24.8, Synergy_ZIP=-2.40, Synergy_Bliss=5.86, Synergy_Loewe=-13.1, Synergy_HSA=6.49. (6) Drug 1: CC1=C(C=C(C=C1)NC2=NC=CC(=N2)N(C)C3=CC4=NN(C(=C4C=C3)C)C)S(=O)(=O)N.Cl. Drug 2: CC1=C(C=C(C=C1)C(=O)NC2=CC(=CC(=C2)C(F)(F)F)N3C=C(N=C3)C)NC4=NC=CC(=N4)C5=CN=CC=C5. Cell line: RPMI-8226. Synergy scores: CSS=2.04, Synergy_ZIP=6.78, Synergy_Bliss=12.7, Synergy_Loewe=1.79, Synergy_HSA=4.68.